This data is from Catalyst prediction with 721,799 reactions and 888 catalyst types from USPTO. The task is: Predict which catalyst facilitates the given reaction. (1) Reactant: C(N(C(C)C)CC)(C)C.Cl[C:11]1[N:12]=[C:13]([S:22][CH3:23])[N:14]=[N:15][C:16]=1[C:17]([O:19][CH2:20][CH3:21])=[O:18].[S:24]1[CH:28]=[CH:27][C:26]2[C:29]([NH2:33])=[CH:30][CH:31]=[CH:32][C:25]1=2. Product: [S:24]1[CH:28]=[CH:27][C:26]2[C:29]([NH:33][C:11]3[N:12]=[C:13]([S:22][CH3:23])[N:14]=[N:15][C:16]=3[C:17]([O:19][CH2:20][CH3:21])=[O:18])=[CH:30][CH:31]=[CH:32][C:25]1=2. The catalyst class is: 1. (2) Reactant: [Cl:1][C:2]1[CH:7]=[CH:6][C:5]([C:8]2[N:9]=[C:10]([CH2:13][C:14]([O:16][CH2:17][CH3:18])=[O:15])[S:11][CH:12]=2)=[CH:4][CH:3]=1.C1C(=O)N([Br:26])C(=O)C1.CC(N=NC(C#N)(C)C)(C#N)C. Product: [Br:26][CH:13]([C:10]1[S:11][CH:12]=[C:8]([C:5]2[CH:4]=[CH:3][C:2]([Cl:1])=[CH:7][CH:6]=2)[N:9]=1)[C:14]([O:16][CH2:17][CH3:18])=[O:15]. The catalyst class is: 53. (3) Reactant: [Cl:1][C:2]1[CH:8]=[CH:7][C:6]([O:9][CH2:10][CH2:11][N:12]2[CH2:17][CH2:16][O:15][CH2:14][CH2:13]2)=[CH:5][C:3]=1[NH2:4].C([O-])([O-])=O.[K+].[K+].[C:24](Cl)(=[O:33])[CH:25]=[CH:26][C:27]1[CH:32]=[CH:31][CH:30]=[CH:29][CH:28]=1. Product: [Cl:1][C:2]1[CH:8]=[CH:7][C:6]([O:9][CH2:10][CH2:11][N:12]2[CH2:17][CH2:16][O:15][CH2:14][CH2:13]2)=[CH:5][C:3]=1[NH:4][C:24](=[O:33])[CH:25]=[CH:26][C:27]1[CH:32]=[CH:31][CH:30]=[CH:29][CH:28]=1. The catalyst class is: 95.